Dataset: Forward reaction prediction with 1.9M reactions from USPTO patents (1976-2016). Task: Predict the product of the given reaction. (1) Given the reactants [CH3:1][NH:2][S:3]([C:6]1[CH:11]=[CH:10][C:9]([CH3:12])=[CH:8][CH:7]=1)(=[O:5])=[O:4].[H-].[Na+].Cl[C:16]1[N:21]=[C:20]([C:22]2[CH:34]=[CH:33][C:25]3[N:26]=[C:27]([NH:29][C:30](=[O:32])[CH3:31])[S:28][C:24]=3[CH:23]=2)[CH:19]=[CH:18][N:17]=1.CC1(C)C2C(=C(P(C3C=CC=CC=3)C3C=CC=CC=3)C=CC=2)OC2C(P(C3C=CC=CC=3)C3C=CC=CC=3)=CC=CC1=2, predict the reaction product. The product is: [CH3:1][N:2]([C:16]1[N:21]=[C:20]([C:22]2[CH:34]=[CH:33][C:25]3[N:26]=[C:27]([NH:29][C:30](=[O:32])[CH3:31])[S:28][C:24]=3[CH:23]=2)[CH:19]=[CH:18][N:17]=1)[S:3]([C:6]1[CH:11]=[CH:10][C:9]([CH3:12])=[CH:8][CH:7]=1)(=[O:4])=[O:5]. (2) Given the reactants [CH3:1][C:2]1[CH:7]=[CH:6][C:5]([N+:8]([O-])=O)=[CH:4][C:3]=1[CH:11]=[CH:12][C:13]1[CH:14]=[C:15]2[CH:21]=[C:20]([C:22](=[O:24])[CH3:23])[NH:19][C:16]2=[N:17][CH:18]=1.[H][H], predict the reaction product. The product is: [NH2:8][C:5]1[CH:6]=[CH:7][C:2]([CH3:1])=[C:3]([CH2:11][CH2:12][C:13]2[CH:14]=[C:15]3[CH:21]=[C:20]([C:22](=[O:24])[CH3:23])[NH:19][C:16]3=[N:17][CH:18]=2)[CH:4]=1. (3) Given the reactants [F:1][C:2]1[CH:7]=[C:6]([F:8])[CH:5]=[CH:4][C:3]=1[C@@H:9]1[CH2:13][O:12][C:11](=[O:14])[N:10]1[C:15]1[CH:20]=[CH:19][N:18]2[N:21]=[CH:22][C:23]([C:24]3[CH:29]=[CH:28][C:27]([C:30]4[N:34]=[CH:33][N:32](COCC[Si](C)(C)C)[N:31]=4)=[C:26]([F:43])[CH:25]=3)=[C:17]2[N:16]=1.FC1C=C(F)C=CC=1[C@@H]1COC(=O)N1C1C=CN2N=CC(C3C=CC(C4N(COCC[Si](C)(C)C)N=CN=4)=C(F)C=3)=C2N=1, predict the reaction product. The product is: [F:1][C:2]1[CH:7]=[C:6]([F:8])[CH:5]=[CH:4][C:3]=1[C@@H:9]1[CH2:13][O:12][C:11](=[O:14])[N:10]1[C:15]1[CH:20]=[CH:19][N:18]2[N:21]=[CH:22][C:23]([C:24]3[CH:29]=[CH:28][C:27]([C:30]4[N:34]=[CH:33][NH:32][N:31]=4)=[C:26]([F:43])[CH:25]=3)=[C:17]2[N:16]=1.